From a dataset of Full USPTO retrosynthesis dataset with 1.9M reactions from patents (1976-2016). Predict the reactants needed to synthesize the given product. (1) The reactants are: C([O:4][CH:5]1[C:9]2=[N:10][CH:11]=[C:12]([NH:28][C:29]([C:31]3[CH:36]=[CH:35][C:34]([F:37])=[C:33]([C:38]4[C:43]([F:44])=[CH:42][CH:41]=[CH:40][C:39]=4[F:45])[N:32]=3)=[O:30])[C:13]([N:14]3[CH2:19][CH2:18][CH2:17][C@H:16]([NH:20]C(OC(C)(C)C)=O)[CH2:15]3)=[C:8]2[CH2:7][CH2:6]1)(=O)C.CO.[OH-].[Na+].C(O)(C(F)(F)F)=O. Given the product [NH2:20][C@H:16]1[CH2:17][CH2:18][CH2:19][N:14]([C:13]2[C:12]([NH:28][C:29]([C:31]3[CH:36]=[CH:35][C:34]([F:37])=[C:33]([C:38]4[C:39]([F:45])=[CH:40][CH:41]=[CH:42][C:43]=4[F:44])[N:32]=3)=[O:30])=[CH:11][N:10]=[C:9]3[CH:5]([OH:4])[CH2:6][CH2:7][C:8]=23)[CH2:15]1, predict the reactants needed to synthesize it. (2) Given the product [NH2:7][C:8]1([CH2:17][OH:18])[CH2:9][C:10]2[C:15](=[CH:14][CH:13]=[CH:12][CH:11]=2)[CH2:16]1, predict the reactants needed to synthesize it. The reactants are: [H-].[Al+3].[Li+].[H-].[H-].[H-].[NH2:7][C:8]1([C:17](O)=[O:18])[CH2:16][C:15]2[C:10](=[CH:11][CH:12]=[CH:13][CH:14]=2)[CH2:9]1. (3) Given the product [CH3:1][C:2]1[C:3](=[O:14])[NH:4][N:5]=[C:6]([C:8]2[CH:13]=[CH:12][CH:11]=[CH:10][CH:9]=2)[CH:7]=1, predict the reactants needed to synthesize it. The reactants are: [CH3:1][CH:2]1[CH2:7][C:6]([C:8]2[CH:13]=[CH:12][CH:11]=[CH:10][CH:9]=2)=[N:5][NH:4][C:3]1=[O:14].[Cl-].[Cl-].[Ca+2].Cl.[OH-].[Na+]. (4) Given the product [NH2:46][C:47]1[C:52]([C:53]#[N:54])=[C:51]([NH:24][C@H:22]([C:10]2[C:9]([C:4]3[CH:5]=[C:6]([F:8])[CH:7]=[C:2]([F:1])[CH:3]=3)=[C:18]([O:19][CH3:20])[C:17]3[C:12](=[CH:13][CH:14]=[C:15]([F:21])[CH:16]=3)[N:11]=2)[CH3:23])[N:50]=[CH:49][N:48]=1, predict the reactants needed to synthesize it. The reactants are: [F:1][C:2]1[CH:3]=[C:4]([C:9]2[C:10]([C@@H:22]([N:24]3C(=O)C4C(=CC=CC=4)C3=O)[CH3:23])=[N:11][C:12]3[C:17]([C:18]=2[O:19][CH3:20])=[CH:16][C:15]([F:21])=[CH:14][CH:13]=3)[CH:5]=[C:6]([F:8])[CH:7]=1.NN.CCN(C(C)C)C(C)C.[NH2:46][C:47]1[C:52]([C:53]#[N:54])=[C:51](Cl)[N:50]=[CH:49][N:48]=1. (5) Given the product [Cl:1][C:2]1[C:7]([NH2:8])=[C:6]([NH2:11])[CH:5]=[C:4]([Cl:12])[N:3]=1, predict the reactants needed to synthesize it. The reactants are: [Cl:1][C:2]1[C:7]([N+:8]([O-])=O)=[C:6]([NH2:11])[CH:5]=[C:4]([Cl:12])[N:3]=1.